Dataset: Forward reaction prediction with 1.9M reactions from USPTO patents (1976-2016). Task: Predict the product of the given reaction. (1) Given the reactants [NH:1]1[CH2:6][CH2:5][C:4](=[O:7])[CH2:3][CH2:2]1.Cl[CH2:9][CH2:10][O:11][C:12]1[CH:17]=[CH:16][CH:15]=[CH:14][CH:13]=1, predict the reaction product. The product is: [O:11]([CH2:10][CH2:9][N:1]1[CH2:6][CH2:5][C:4](=[O:7])[CH2:3][CH2:2]1)[C:12]1[CH:17]=[CH:16][CH:15]=[CH:14][CH:13]=1. (2) Given the reactants [N:1]1C=CC=C(OC2C=C(C=C(C#N)C=2)N)C=1.N1C=CC=CC=1.[F:23][C:24]1[CH:32]=[CH:31][C:27]([C:28](Cl)=[O:29])=[CH:26][CH:25]=1, predict the reaction product. The product is: [F:23][C:24]1[CH:32]=[CH:31][C:27]([C:28]([NH2:1])=[O:29])=[CH:26][CH:25]=1. (3) Given the reactants [NH2:1][C:2]1[CH:7]=[CH:6][C:5]([Br:8])=[CH:4][N:3]=1.[F:9][C:10]1[CH:19]=[CH:18][C:13]([C:14](=O)[CH2:15]Br)=[CH:12][CH:11]=1.[OH-].[Na+], predict the reaction product. The product is: [Br:8][C:5]1[CH:6]=[CH:7][C:2]2[N:3]([CH:15]=[C:14]([C:13]3[CH:18]=[CH:19][C:10]([F:9])=[CH:11][CH:12]=3)[N:1]=2)[CH:4]=1. (4) Given the reactants [CH3:1][C:2]1[CH:7]=[C:6]([C:8]2[C:16]3[C:11](=[CH:12][CH:13]=[C:14]([C:17]([O:19]CC)=[O:18])[CH:15]=3)[N:10]([C:22]([C:35]3[CH:40]=[CH:39][CH:38]=[CH:37][CH:36]=3)([C:29]3[CH:34]=[CH:33][CH:32]=[CH:31][CH:30]=3)[C:23]3[CH:28]=[CH:27][CH:26]=[CH:25][CH:24]=3)[N:9]=2)[CH:5]=[CH:4][N:3]=1.CO.[OH-].[Na+].Cl, predict the reaction product. The product is: [CH3:1][C:2]1[CH:7]=[C:6]([C:8]2[C:16]3[C:11](=[CH:12][CH:13]=[C:14]([C:17]([OH:19])=[O:18])[CH:15]=3)[N:10]([C:22]([C:23]3[CH:28]=[CH:27][CH:26]=[CH:25][CH:24]=3)([C:35]3[CH:36]=[CH:37][CH:38]=[CH:39][CH:40]=3)[C:29]3[CH:34]=[CH:33][CH:32]=[CH:31][CH:30]=3)[N:9]=2)[CH:5]=[CH:4][N:3]=1. (5) The product is: [NH2:9][C:8]1[O:13][C:14]2[CH:18]([C:19]3[CH:24]=[CH:23][CH:22]=[CH:21][CH:20]=3)[CH2:17][CH2:16][C:15]=2[C:25](=[O:26])[N:10]=1. Given the reactants S(O)(O)(=O)=O.CS[C:8](=[NH:10])[NH2:9].[OH-].[K+].[O:13]=[C:14]1[CH:18]([C:19]2[CH:24]=[CH:23][CH:22]=[CH:21][CH:20]=2)[CH2:17][CH2:16][CH:15]1[C:25](OCC)=[O:26], predict the reaction product.